Dataset: Full USPTO retrosynthesis dataset with 1.9M reactions from patents (1976-2016). Task: Predict the reactants needed to synthesize the given product. (1) Given the product [CH3:1][C@H:2]1[CH2:30][O:29][C@@:5]2([O:9][C@H:8]3[CH2:10][C@H:11]4[C@@H:16]5[CH2:17][CH2:18][C@@H:19]6[CH2:20][C:21](=[O:22])[CH2:23][CH2:24][C@:25]6([CH3:26])[C@H:15]5[CH2:14][CH2:13][C@:12]4([CH3:27])[C@H:7]3[C@@H:6]2[CH3:28])[CH2:4][CH2:3]1, predict the reactants needed to synthesize it. The reactants are: [CH3:1][C@H:2]1[CH2:30][O:29][C@@:5]2([O:9][C@H:8]3[CH2:10][C@H:11]4[C@@H:16]5[CH2:17][CH2:18][C:19]6[C@@:25]([CH3:26])([C@H:15]5[CH2:14][CH2:13][C@:12]4([CH3:27])[C@H:7]3[C@@H:6]2[CH3:28])[CH2:24][CH2:23][C:21](=[O:22])[CH:20]=6)[CH2:4][CH2:3]1. (2) Given the product [CH3:1][O:2][C:3]1[CH:8]=[CH:7][C:6]([C:9]2[CH:14]=[CH:13][C:12]3[N:15]=[C:19]([CH3:20])[NH:18][C:11]=3[CH:10]=2)=[CH:5][CH:4]=1, predict the reactants needed to synthesize it. The reactants are: [CH3:1][O:2][C:3]1[CH:8]=[CH:7][C:6]([C:9]2[CH:14]=[CH:13][C:12]([N+:15]([O-])=O)=[C:11]([NH:18][C:19](=O)[CH3:20])[CH:10]=2)=[CH:5][CH:4]=1. (3) The reactants are: C1(O[C:8](=[O:27])[NH:9][C:10]2[S:11][C:12]3[C:13]([N:21]4[CH2:26][CH2:25][O:24][CH2:23][CH2:22]4)=[N:14][CH:15]=[C:16]([O:19][CH3:20])[C:17]=3[N:18]=2)C=CC=CC=1.FC(F)(F)C(O)=O.[CH3:35][C:36]1([CH2:42][OH:43])[CH2:41][CH2:40][NH:39][CH2:38][CH2:37]1.C(N(CC)C(C)C)(C)C. Given the product [CH3:20][O:19][C:16]1[C:17]2[N:18]=[C:10]([NH:9][C:8]([N:39]3[CH2:40][CH2:41][C:36]([CH2:42][OH:43])([CH3:35])[CH2:37][CH2:38]3)=[O:27])[S:11][C:12]=2[C:13]([N:21]2[CH2:22][CH2:23][O:24][CH2:25][CH2:26]2)=[N:14][CH:15]=1, predict the reactants needed to synthesize it.